This data is from Reaction yield outcomes from USPTO patents with 853,638 reactions. The task is: Predict the reaction yield, written as a fraction of the theoretical maximum amount of product (1.0 means a 100% yield; for example, 0.34 means a 34% yield). (1) The reactants are [CH3:1][O:2][C:3]1[CH:4]=[C:5]([CH2:20][C:21]([OH:23])=O)[CH:6]=[CH:7][C:8]=1[NH:9][C:10]([NH:12][C:13]1[CH:18]=[CH:17][CH:16]=[CH:15][C:14]=1[CH3:19])=[O:11].[C:24]([O-:32])(=[O:31])[C:25]1[CH:30]=[CH:29][CH:28]=[CH:27][CH:26]=1.CCN=[C:36]=[N:37][CH2:38][CH2:39][CH2:40]N(C)C.Cl.[CH:45]1C=CC2N(O)N=NC=2[CH:50]=1. The catalyst is CN(C1C=CN=CC=1)C.CN(C=O)C.CCOC(C)=O. The product is [CH3:1][O:2][C:3]1[CH:4]=[C:5]([CH2:20][C:21]([N:37]([CH2:38][CH2:39][CH2:40][C:28]2[CH:29]=[CH:30][C:25]([C:24]([O:32][CH2:45][CH3:50])=[O:31])=[CH:26][CH:27]=2)[CH3:36])=[O:23])[CH:6]=[CH:7][C:8]=1[NH:9][C:10]([NH:12][C:13]1[CH:18]=[CH:17][CH:16]=[CH:15][C:14]=1[CH3:19])=[O:11]. The yield is 0.710. (2) The yield is 0.450. The product is [NH2:21][C@H:18]1[CH2:19][CH2:20][C@H:15]([NH:14][C:11]2[CH:12]=[CH:13][C:8]([C:6]([NH2:7])=[O:31])=[C:9]([O:29][CH3:30])[CH:10]=2)[CH2:16][CH2:17]1. No catalyst specified. The reactants are S(=O)(=O)(O)O.[C:6]([C:8]1[CH:13]=[CH:12][C:11]([NH:14][C@H:15]2[CH2:20][CH2:19][C@H:18]([NH:21]C(=O)OC(C)(C)C)[CH2:17][CH2:16]2)=[CH:10][C:9]=1[O:29][CH3:30])#[N:7].[OH-:31].[Na+]. (3) The reactants are [NH2:1][C:2]1[N:14]=[C:13]([C:15]2[CH:20]=[CH:19][CH:18]=[CH:17][C:16]=2[OH:21])[CH:12]=[C:11]([C:22]2[CH:27]=[CH:26][CH:25]=[C:24]([NH2:28])[CH:23]=2)[C:3]=1[C:4]([O:6][C:7]([CH3:10])([CH3:9])[CH3:8])=[O:5].N1C=CC=CC=1.[O:35]=[C:36]1[O:40][CH:39]([C:41](Cl)=[O:42])[CH2:38][CH2:37]1. The catalyst is C1COCC1. The product is [NH2:1][C:2]1[N:14]=[C:13]([C:15]2[CH:20]=[CH:19][CH:18]=[CH:17][C:16]=2[OH:21])[CH:12]=[C:11]([C:22]2[CH:27]=[CH:26][CH:25]=[C:24]([NH:28][C:41]([CH:39]3[CH2:38][CH2:37][C:36](=[O:35])[O:40]3)=[O:42])[CH:23]=2)[C:3]=1[C:4]([O:6][C:7]([CH3:10])([CH3:9])[CH3:8])=[O:5]. The yield is 0.830. (4) The reactants are CCN(C(C)C)C(C)C.[C:10]1([C:23]2[CH:28]=[CH:27][CH:26]=[CH:25][CH:24]=2)[CH:15]=[CH:14][C:13]([NH:16][C:17](=[O:22])[CH2:18][C:19]([OH:21])=O)=[CH:12][CH:11]=1.C1C=CC2N(O)N=NC=2C=1.CCN=C=NCCCN(C)C.Cl.Cl.[NH:52]1[CH2:57][CH2:56][CH:55]([O:58][C:59]2[CH:60]=[C:61]([CH:64]=[CH:65][CH:66]=2)[C:62]#[N:63])[CH2:54][CH2:53]1. The catalyst is CN(C=O)C.O. The product is [C:10]1([C:23]2[CH:28]=[CH:27][CH:26]=[CH:25][CH:24]=2)[CH:11]=[CH:12][C:13]([NH:16][C:17](=[O:22])[CH2:18][C:19]([N:52]2[CH2:53][CH2:54][CH:55]([O:58][C:59]3[CH:66]=[CH:65][CH:64]=[C:61]([C:62]#[N:63])[CH:60]=3)[CH2:56][CH2:57]2)=[O:21])=[CH:14][CH:15]=1. The yield is 0.197. (5) The reactants are [CH2:1]([O:8][C:9]1[C:10]([NH2:15])=[N:11][CH:12]=[CH:13][CH:14]=1)[C:2]1[CH:7]=[CH:6][CH:5]=[CH:4][CH:3]=1.Br[CH2:17][C:18]([C:20]1[CH:25]=[CH:24][C:23]([F:26])=[CH:22][CH:21]=1)=O. The catalyst is C(O)C. The product is [CH2:1]([O:8][C:9]1[C:10]2[N:11]([CH:17]=[C:18]([C:20]3[CH:25]=[CH:24][C:23]([F:26])=[CH:22][CH:21]=3)[N:15]=2)[CH:12]=[CH:13][CH:14]=1)[C:2]1[CH:3]=[CH:4][CH:5]=[CH:6][CH:7]=1. The yield is 0.250.